Regression. Given a peptide amino acid sequence and an MHC pseudo amino acid sequence, predict their binding affinity value. This is MHC class I binding data. From a dataset of Peptide-MHC class I binding affinity with 185,985 pairs from IEDB/IMGT. (1) The peptide sequence is RRRIGEIFK. The MHC is HLA-A02:01 with pseudo-sequence HLA-A02:01. The binding affinity (normalized) is 0.0847. (2) The peptide sequence is MTYLDGHPV. The MHC is HLA-B27:05 with pseudo-sequence HLA-B27:05. The binding affinity (normalized) is 0.213. (3) The peptide sequence is ESLVMRML. The MHC is H-2-Kb with pseudo-sequence H-2-Kb. The binding affinity (normalized) is 0.429. (4) The peptide sequence is RSRPSGDLR. The MHC is Mamu-B03 with pseudo-sequence Mamu-B03. The binding affinity (normalized) is 0.404. (5) The MHC is HLA-A02:02 with pseudo-sequence HLA-A02:02. The binding affinity (normalized) is 0.262. The peptide sequence is KINAWIKVV. (6) The peptide sequence is KVHMGSWSY. The MHC is HLA-A01:01 with pseudo-sequence HLA-A01:01. The binding affinity (normalized) is 0.0847. (7) The peptide sequence is ELEKSKRAL. The MHC is HLA-A68:02 with pseudo-sequence HLA-A68:02. The binding affinity (normalized) is 0.